From a dataset of Forward reaction prediction with 1.9M reactions from USPTO patents (1976-2016). Predict the product of the given reaction. (1) Given the reactants [CH3:1][O:2][C:3]1[CH:32]=[CH:31][C:6]([CH2:7][N:8]2[CH2:12][CH2:11][C:10]3([CH2:17][CH2:16][N:15]([CH2:18][C@@H:19]4[C@@H:23]([C:24]5[CH:29]=[CH:28][CH:27]=[CH:26][CH:25]=5)[CH2:22][NH:21][CH2:20]4)[CH2:14][CH2:13]3)[C:9]2=[O:30])=[CH:5][CH:4]=1.[N:33]1([C:39]([Cl:41])=[O:40])[CH2:38][CH2:37][O:36][CH2:35][CH2:34]1.C(=O)(O)[O-].[Na+], predict the reaction product. The product is: [ClH:41].[CH3:1][O:2][C:3]1[CH:4]=[CH:5][C:6]([CH2:7][N:8]2[CH2:12][CH2:11][C:10]3([CH2:17][CH2:16][N:15]([CH2:18][C@@H:19]4[C@@H:23]([C:24]5[CH:25]=[CH:26][CH:27]=[CH:28][CH:29]=5)[CH2:22][N:21]([C:39]([N:33]5[CH2:38][CH2:37][O:36][CH2:35][CH2:34]5)=[O:40])[CH2:20]4)[CH2:14][CH2:13]3)[C:9]2=[O:30])=[CH:31][CH:32]=1. (2) Given the reactants Cl[CH2:2][CH2:3][CH2:4][CH2:5][N:6]1[C:11](=[O:12])[N:10]([CH2:13][CH2:14][F:15])[C:9](=[O:16])[CH:8]=[N:7]1.[CH3:17][O:18][C:19]1[CH:24]=[CH:23][CH:22]=[CH:21][C:20]=1[N:25]1[CH2:30][CH2:29][NH:28][CH2:27][CH2:26]1.C(N(CC)CC)C, predict the reaction product. The product is: [F:15][CH2:14][CH2:13][N:10]1[C:9](=[O:16])[CH:8]=[N:7][N:6]([CH2:5][CH2:4][CH2:3][CH2:2][N:28]2[CH2:27][CH2:26][N:25]([C:20]3[CH:21]=[CH:22][CH:23]=[CH:24][C:19]=3[O:18][CH3:17])[CH2:30][CH2:29]2)[C:11]1=[O:12]. (3) Given the reactants [N:1]1([CH2:8][CH2:9][C:10]([CH3:13])([NH2:12])[CH3:11])[CH2:7][CH2:6][CH2:5][CH2:4][CH2:3][CH2:2]1.[C:14](ON1C(=O)CCC1=O)([O:16][CH2:17][C:18]1[CH:23]=[CH:22][CH:21]=[CH:20][CH:19]=1)=[O:15], predict the reaction product. The product is: [N:1]1([CH2:8][CH2:9][C:10]([NH:12][C:14](=[O:15])[O:16][CH2:17][C:18]2[CH:23]=[CH:22][CH:21]=[CH:20][CH:19]=2)([CH3:13])[CH3:11])[CH2:7][CH2:6][CH2:5][CH2:4][CH2:3][CH2:2]1.